From a dataset of Catalyst prediction with 721,799 reactions and 888 catalyst types from USPTO. Predict which catalyst facilitates the given reaction. Reactant: [NH2:1][C:2]1[N:19]=[CH:18][C:5]2[N:6]=[CH:7][N:8]=[C:9]([NH:10][C:11]3[CH:16]=[CH:15][CH:14]=[C:13]([Br:17])[CH:12]=3)[C:4]=2[CH:3]=1.[C:20](O)(=[O:24])/[CH:21]=[CH:22]/[CH3:23].Cl.CN(C)CCCN=C=NCC. Product: [Br:17][C:13]1[CH:12]=[C:11]([NH:10][C:9]2[C:4]3[CH:3]=[C:2]([NH:1][C:20](=[O:24])/[CH:21]=[CH:22]/[CH3:23])[N:19]=[CH:18][C:5]=3[N:6]=[CH:7][N:8]=2)[CH:16]=[CH:15][CH:14]=1. The catalyst class is: 17.